Dataset: Full USPTO retrosynthesis dataset with 1.9M reactions from patents (1976-2016). Task: Predict the reactants needed to synthesize the given product. (1) Given the product [CH:1]1([CH2:6][CH:7]([N:11]2[C:16](=[O:17])[CH:15]=[C:14]([O:18][C:19]3[CH:24]=[CH:23][CH:22]=[CH:21][C:20]=3[C:25]([F:26])([F:28])[F:27])[CH:13]=[N:12]2)[C:8]([NH:48][C:49]2[CH:53]=[CH:52][N:51]([CH2:54][C:55]([OH:57])([CH3:56])[CH3:58])[N:50]=2)=[O:9])[CH2:2][CH2:3][CH2:4][CH2:5]1, predict the reactants needed to synthesize it. The reactants are: [CH:1]1([CH2:6][CH:7]([N:11]2[C:16](=[O:17])[CH:15]=[C:14]([O:18][C:19]3[CH:24]=[CH:23][CH:22]=[CH:21][C:20]=3[C:25]([F:28])([F:27])[F:26])[CH:13]=[N:12]2)[C:8](O)=[O:9])[CH2:5][CH2:4][CH2:3][CH2:2]1.C(N=C=NC(C)C)(C)C.ON1C2C=CC=CC=2N=N1.[NH2:48][C:49]1[CH:53]=[CH:52][N:51]([CH2:54][C:55]([CH3:58])([OH:57])[CH3:56])[N:50]=1. (2) The reactants are: [C:1]([O:5][C:6](=[O:40])[NH:7][C:8]1([C:12]2[CH:17]=[CH:16][C:15]([C:18]3[C:23]([C:24]4[CH:29]=[CH:28][CH:27]=[CH:26][CH:25]=4)=[CH:22][N:21]4[N:30]=[C:31]([C:34]5[CH:39]=[CH:38][CH:37]=[CH:36][CH:35]=5)[C:32](Br)=[C:20]4[N:19]=3)=[CH:14][CH:13]=2)[CH2:11][CH2:10][CH2:9]1)([CH3:4])([CH3:3])[CH3:2].[C:41]1(B(O)O)[CH:46]=[CH:45][CH:44]=[CH:43][CH:42]=1. Given the product [C:1]([O:5][C:6](=[O:40])[NH:7][C:8]1([C:12]2[CH:17]=[CH:16][C:15]([C:18]3[C:23]([C:24]4[CH:29]=[CH:28][CH:27]=[CH:26][CH:25]=4)=[CH:22][N:21]4[N:30]=[C:31]([C:34]5[CH:39]=[CH:38][CH:37]=[CH:36][CH:35]=5)[C:32]([C:41]5[CH:46]=[CH:45][CH:44]=[CH:43][CH:42]=5)=[C:20]4[N:19]=3)=[CH:14][CH:13]=2)[CH2:11][CH2:10][CH2:9]1)([CH3:4])([CH3:3])[CH3:2], predict the reactants needed to synthesize it. (3) Given the product [C:19]([O:18][C:15]1[CH:16]=[CH:17][C:12]([C:10]2[C:3]3[C:2](=[CH:7][C:6]([O:8][CH3:9])=[CH:5][CH:4]=3)[O:1][C:41](=[O:43])[C:40]=2[C:37]2[CH:36]=[CH:35][C:34]([F:33])=[CH:39][CH:38]=2)=[CH:13][CH:14]=1)(=[O:21])[CH3:20], predict the reactants needed to synthesize it. The reactants are: [OH:1][C:2]1[CH:7]=[C:6]([O:8][CH3:9])[CH:5]=[CH:4][C:3]=1[C:10]([C:12]1[CH:17]=[CH:16][C:15]([OH:18])=[CH:14][CH:13]=1)=O.[C:19](OC(=O)C)(=[O:21])[CH3:20].C(N(CC)CC)C.[F:33][C:34]1[CH:39]=[CH:38][C:37]([CH2:40][C:41]([OH:43])=O)=[CH:36][CH:35]=1. (4) Given the product [CH3:9][C:4]1[CH:5]=[C:6]([C:13]2[CH:14]=[CH:15][N:10]=[C:11]([CH3:19])[CH:12]=2)[N:7]=[C:2]([NH2:1])[N:3]=1, predict the reactants needed to synthesize it. The reactants are: [NH2:1][C:2]1[N:7]=[C:6](Cl)[CH:5]=[C:4]([CH3:9])[N:3]=1.[N:10]1[CH:15]=[CH:14][C:13](B(O)O)=[CH:12][C:11]=1[CH3:19].C(=O)([O-])[O-].[K+].[K+]. (5) Given the product [C:11]([O:10][C:9](=[O:15])[N:8]([C:6]1[CH:5]=[CH:4][C:3]([Cl:16])=[C:2]([Br:1])[N:7]=1)[CH2:27][C:21]1([O:20][CH3:19])[CH2:26][CH2:25][O:24][CH2:23][CH2:22]1)([CH3:13])([CH3:12])[CH3:14], predict the reactants needed to synthesize it. The reactants are: [Br:1][C:2]1[N:7]=[C:6]([NH:8][C:9](=[O:15])[O:10][C:11]([CH3:14])([CH3:13])[CH3:12])[CH:5]=[CH:4][C:3]=1[Cl:16].[H-].[Na+].[CH3:19][O:20][C:21]1([CH2:27]OS(C2C=CC(C)=CC=2)(=O)=O)[CH2:26][CH2:25][O:24][CH2:23][CH2:22]1.